Dataset: Catalyst prediction with 721,799 reactions and 888 catalyst types from USPTO. Task: Predict which catalyst facilitates the given reaction. (1) Reactant: [C:1]([OH:11])(=[O:10])[C@@H:2]([C:4]1[CH:9]=[CH:8][CH:7]=[CH:6][CH:5]=1)[OH:3].O1[B:17]([C@@H:18]([NH:23][C:24](=[O:37])[CH2:25][NH:26][C:27](=[O:36])[C:28]2[CH:33]=[C:32]([Cl:34])[CH:31]=[CH:30][C:29]=2[Cl:35])[CH2:19][CH:20]([CH3:22])[CH3:21])O[B:17]([C@@H:18]([NH:23][C:24](=[O:37])[CH2:25][NH:26][C:27](=[O:36])[C:28]2[CH:33]=[C:32]([Cl:34])[CH:31]=[CH:30][C:29]=2[Cl:35])[CH2:19][CH:20]([CH3:22])[CH3:21])O[B:17]1[C@@H:18]([NH:23][C:24](=[O:37])[CH2:25][NH:26][C:27](=[O:36])[C:28]1[CH:33]=[C:32]([Cl:34])[CH:31]=[CH:30][C:29]=1[Cl:35])[CH2:19][CH:20]([CH3:22])[CH3:21]. Product: [Cl:35][C:29]1[CH:30]=[CH:31][C:32]([Cl:34])=[CH:33][C:28]=1[C:27]([NH:26][CH2:25][C:24]([NH:23][C@H:18]([B:17]1[O:10][C:1](=[O:11])[C@@H:2]([C:4]2[CH:9]=[CH:8][CH:7]=[CH:6][CH:5]=2)[O:3]1)[CH2:19][CH:20]([CH3:22])[CH3:21])=[O:37])=[O:36]. The catalyst class is: 25. (2) Reactant: [CH2:1]([O:8][C:9]([C@H:11]1[CH2:13][C@H:12]1[C:14](O)=[O:15])=[O:10])[C:2]1[CH:7]=[CH:6][CH:5]=[CH:4][CH:3]=1.CN1CCOCC1.ClC(OCC)=O.[BH4-].[Na+].[Cl-].[NH4+]. Product: [OH:15][CH2:14][C@H:12]1[CH2:13][C@H:11]1[C:9]([O:8][CH2:1][C:2]1[CH:3]=[CH:4][CH:5]=[CH:6][CH:7]=1)=[O:10]. The catalyst class is: 83. (3) The catalyst class is: 4. Product: [N:1]([CH2:4][CH2:5][NH:6][C:7](=[O:21])[CH2:8][S:28][C:22]1[CH:27]=[CH:26][CH:25]=[CH:24][CH:23]=1)=[N+:2]=[N-:3]. Reactant: [N:1]([CH2:4][CH2:5][NH:6][C:7](=[O:21])[CH2:8]CCCCCCCCCCCC)=[N+:2]=[N-:3].[C:22]1([S:28]CC(Cl)=O)[CH:27]=[CH:26][CH:25]=[CH:24][CH:23]=1.N(CCN)=[N+]=[N-].C(N(CC)CC)C. (4) Reactant: [F:1][C:2]1[C:3]([C:22]2[S:26][C:25]([C:27]3([OH:31])[CH2:30][CH2:29][CH2:28]3)=[N:24][CH:23]=2)=[C:4]2[CH:10]=[C:9](I)[N:8]([S:12]([C:15]3[CH:21]=[CH:20][C:18]([CH3:19])=[CH:17][CH:16]=3)(=[O:14])=[O:13])[C:5]2=[N:6][CH:7]=1.[CH3:32][O:33][C:34]1[CH:35]=[C:36](B(O)O)[CH:37]=[C:38]([O:42][CH3:43])[C:39]=1[O:40][CH3:41].C(=O)(O)[O-]. Product: [F:1][C:2]1[C:3]([C:22]2[S:26][C:25]([C:27]3([OH:31])[CH2:30][CH2:29][CH2:28]3)=[N:24][CH:23]=2)=[C:4]2[CH:10]=[C:9]([C:36]3[CH:37]=[C:38]([O:42][CH3:43])[C:39]([O:40][CH3:41])=[C:34]([O:33][CH3:32])[CH:35]=3)[N:8]([S:12]([C:15]3[CH:21]=[CH:20][C:18]([CH3:19])=[CH:17][CH:16]=3)(=[O:14])=[O:13])[C:5]2=[N:6][CH:7]=1. The catalyst class is: 558.